Dataset: TCR-epitope binding with 47,182 pairs between 192 epitopes and 23,139 TCRs. Task: Binary Classification. Given a T-cell receptor sequence (or CDR3 region) and an epitope sequence, predict whether binding occurs between them. The TCR CDR3 sequence is CASSLGTSGIETQYF. Result: 1 (the TCR binds to the epitope). The epitope is VLWAHGFEL.